This data is from NCI-60 drug combinations with 297,098 pairs across 59 cell lines. The task is: Regression. Given two drug SMILES strings and cell line genomic features, predict the synergy score measuring deviation from expected non-interaction effect. (1) Drug 1: CC1=C2C(C(=O)C3(C(CC4C(C3C(C(C2(C)C)(CC1OC(=O)C(C(C5=CC=CC=C5)NC(=O)C6=CC=CC=C6)O)O)OC(=O)C7=CC=CC=C7)(CO4)OC(=O)C)O)C)OC(=O)C. Cell line: HT29. Synergy scores: CSS=26.3, Synergy_ZIP=-5.17, Synergy_Bliss=-10.3, Synergy_Loewe=-53.2, Synergy_HSA=-10.9. Drug 2: C1=NNC2=C1C(=O)NC=N2. (2) Drug 1: CCC1=CC2CC(C3=C(CN(C2)C1)C4=CC=CC=C4N3)(C5=C(C=C6C(=C5)C78CCN9C7C(C=CC9)(C(C(C8N6C)(C(=O)OC)O)OC(=O)C)CC)OC)C(=O)OC.C(C(C(=O)O)O)(C(=O)O)O. Drug 2: CCC1(CC2CC(C3=C(CCN(C2)C1)C4=CC=CC=C4N3)(C5=C(C=C6C(=C5)C78CCN9C7C(C=CC9)(C(C(C8N6C=O)(C(=O)OC)O)OC(=O)C)CC)OC)C(=O)OC)O.OS(=O)(=O)O. Cell line: HCC-2998. Synergy scores: CSS=63.9, Synergy_ZIP=-0.541, Synergy_Bliss=3.08, Synergy_Loewe=-9.39, Synergy_HSA=3.16. (3) Drug 1: C1=C(C(=O)NC(=O)N1)F. Drug 2: CCC1(CC2CC(C3=C(CCN(C2)C1)C4=CC=CC=C4N3)(C5=C(C=C6C(=C5)C78CCN9C7C(C=CC9)(C(C(C8N6C=O)(C(=O)OC)O)OC(=O)C)CC)OC)C(=O)OC)O.OS(=O)(=O)O. Cell line: HCT-15. Synergy scores: CSS=44.5, Synergy_ZIP=2.31, Synergy_Bliss=0.400, Synergy_Loewe=-0.789, Synergy_HSA=-0.495. (4) Drug 1: CC1=CC=C(C=C1)C2=CC(=NN2C3=CC=C(C=C3)S(=O)(=O)N)C(F)(F)F. Drug 2: C1C(C(OC1N2C=NC3=C(N=C(N=C32)Cl)N)CO)O. Cell line: NCI-H460. Synergy scores: CSS=1.92, Synergy_ZIP=-4.87, Synergy_Bliss=-6.07, Synergy_Loewe=-23.5, Synergy_HSA=-8.31.